Predict the product of the given reaction. From a dataset of Forward reaction prediction with 1.9M reactions from USPTO patents (1976-2016). (1) Given the reactants [CH3:1][N:2]([CH3:21])[C:3]1[CH:20]=[CH:19][C:6]([C:7]([NH:9][C:10]2[CH:15]=[CH:14][CH:13]=[C:12]([CH:16]=O)[C:11]=2[F:18])=[O:8])=[CH:5][CH:4]=1.[N+:22]([CH3:25])([O-:24])=[O:23].C([O-])(=O)C.[NH4+].C(O)(=O)C, predict the reaction product. The product is: [CH3:1][N:2]([CH3:21])[C:3]1[CH:20]=[CH:19][C:6]([C:7]([NH:9][C:10]2[CH:15]=[CH:14][CH:13]=[C:12](/[CH:16]=[CH:25]/[N+:22]([O-:24])=[O:23])[C:11]=2[F:18])=[O:8])=[CH:5][CH:4]=1. (2) Given the reactants [C:1]([O:5][C:6]([N:8]1[CH2:13][CH2:12][C:11](=O)[CH2:10][CH2:9]1)=[O:7])([CH3:4])([CH3:3])[CH3:2].[NH2:15][CH2:16][CH2:17][C:18]#[N:19].C(O[BH-](OC(=O)C)OC(=O)C)(=O)C.[Na+], predict the reaction product. The product is: [C:16]([CH2:17][CH2:18][NH:19][CH:11]1[CH2:12][CH2:13][N:8]([C:6]([O:5][C:1]([CH3:4])([CH3:3])[CH3:2])=[O:7])[CH2:9][CH2:10]1)#[N:15].